Dataset: Catalyst prediction with 721,799 reactions and 888 catalyst types from USPTO. Task: Predict which catalyst facilitates the given reaction. (1) Product: [NH2:1][C:2]1[C:10]([CH3:11])=[CH:9][CH:8]=[CH:7][C:3]=1[C:4]([NH2:18])=[O:5]. Reactant: [NH2:1][C:2]1[C:10]([CH3:11])=[CH:9][CH:8]=[CH:7][C:3]=1[C:4](O)=[O:5].C1C=CC2N(O)N=[N:18]C=2C=1.CCN(C(C)C)C(C)C.N.CO. The catalyst class is: 3. (2) Reactant: C([N:8]1[C@@H:12]([C:13]2[CH:18]=[CH:17][CH:16]=[CH:15][CH:14]=2)[CH2:11][CH2:10][C@H:9]1[CH2:19][O:20][C:21]1[CH:30]=[CH:29][C:24]([C:25]([O:27][CH3:28])=[O:26])=[CH:23][CH:22]=1)(OC(C)(C)C)=O.FC(F)(F)C(O)=O. Product: [C:13]1([C@@H:12]2[NH:8][C@H:9]([CH2:19][O:20][C:21]3[CH:22]=[CH:23][C:24]([C:25]([O:27][CH3:28])=[O:26])=[CH:29][CH:30]=3)[CH2:10][CH2:11]2)[CH:14]=[CH:15][CH:16]=[CH:17][CH:18]=1. The catalyst class is: 2. (3) The catalyst class is: 743. Reactant: [C:1]([O:7][CH3:8])(=[O:6])[CH2:2][C:3]([CH3:5])=O.[NH:9]1[CH2:13][CH2:12][CH2:11][CH2:10]1. Product: [NH:9]1[CH2:13][CH2:12][CH2:11][CH:10]1[C:3]([CH3:5])=[CH:2][C:1]([O:7][CH3:8])=[O:6]. (4) Reactant: [CH3:1][O:2][C:3]1[CH:25]=[C:24]([O:26][CH3:27])[CH:23]=[CH:22][C:4]=1[C:5]([C:7]1[CH:12]=[CH:11][C:10]([O:13][CH2:14][CH2:15][O:16][C:17](=[O:21])[C:18]([CH3:20])=[CH2:19])=[CH:9][CH:8]=1)=[O:6].FC(F)(F)S([O-])(=O)=O.[Bi+3].FC(F)(F)S([O-])(=O)=O.F[C:46](F)(F)S([O-])(=O)=O.[C:53]([O-:56])(O)=O.[Na+]. Product: [CH3:1][O:2][C:3]1[CH:25]=[C:24]([O:26][CH3:27])[CH:23]=[CH:22][C:4]=1[C:5]([C:7]1[CH:8]=[CH:9][C:10]([O:13][CH2:14][CH2:15][O:16][C:17](=[O:21])[C:18]([CH3:20])=[CH2:19])=[CH:11][CH:12]=1)([O:56][CH3:53])[O:6][CH3:46]. The catalyst class is: 5. (5) Reactant: [CH3:1][N:2]1[C:7](=O)[CH2:6][O:5][C:4]2[CH:9]=[CH:10][CH:11]=[C:12]([O:13][CH2:14][C:15]([O:17][CH2:18][CH3:19])=[O:16])[C:3]1=2. Product: [CH3:1][N:2]1[CH2:7][CH2:6][O:5][C:4]2[CH:9]=[CH:10][CH:11]=[C:12]([O:13][CH2:14][C:15]([O:17][CH2:18][CH3:19])=[O:16])[C:3]1=2. The catalyst class is: 36. (6) Reactant: [O:1]=[C:2]1[C:10]2[C:6](=[C:7]([C:15]([O:17][CH2:18][CH3:19])=[O:16])[S:8][C:9]=2[S:11][CH2:12][CH2:13][CH3:14])[CH2:5][CH2:4][CH2:3]1.[Br:20]Br. Product: [Br:20][CH:3]1[CH2:4][CH2:5][C:6]2=[C:7]([C:15]([O:17][CH2:18][CH3:19])=[O:16])[S:8][C:9]([S:11][CH2:12][CH2:13][CH3:14])=[C:10]2[C:2]1=[O:1]. The catalyst class is: 22. (7) Reactant: C(=O)([O-])[O-].[K+].[K+].I[CH2:8][C:9]([NH2:11])=[O:10].[F:12][C:13]1[CH:39]=[CH:38][C:16]([O:17][C:18]2[C:32]([CH:33]3[CH2:37][CH2:36][CH2:35][NH:34]3)=[CH:31][C:21]3[NH:22][C:23]([C:25]4[CH:30]=[CH:29][CH:28]=[CH:27][N:26]=4)=[N:24][C:20]=3[CH:19]=2)=[CH:15][CH:14]=1. Product: [F:12][C:13]1[CH:14]=[CH:15][C:16]([O:17][C:18]2[C:32]([CH:33]3[CH2:37][CH2:36][CH2:35][N:34]3[CH2:8][C:9]([NH2:11])=[O:10])=[CH:31][C:21]3[NH:22][C:23]([C:25]4[CH:30]=[CH:29][CH:28]=[CH:27][N:26]=4)=[N:24][C:20]=3[CH:19]=2)=[CH:38][CH:39]=1. The catalyst class is: 10. (8) Reactant: [CH3:1][O:2][C:3]1[CH:11]=[CH:10][C:6]([C:7]([OH:9])=[O:8])=[C:5]([CH3:12])[CH:4]=1.[C:13](=O)([O:16]C)[O:14]C.[Li+].CC([N-]C(C)C)C. Product: [C:13]([CH2:12][C:5]1[CH:4]=[C:3]([O:2][CH3:1])[CH:11]=[CH:10][C:6]=1[C:7]([OH:9])=[O:8])([OH:16])=[O:14]. The catalyst class is: 1. (9) Reactant: [C:1]([O:5][C:6]([NH:8][C@H:9]([C:22]([O:24][CH3:25])=[O:23])[CH2:10][C:11]1[S:12][C:13]([C:16]#[C:17][CH2:18][CH:19]([OH:21])[CH3:20])=[CH:14][CH:15]=1)=[O:7])([CH3:4])([CH3:3])[CH3:2]. Product: [C:1]([O:5][C:6]([NH:8][C@H:9]([C:22]([O:24][CH3:25])=[O:23])[CH2:10][C:11]1[S:12][C:13]([CH2:16][CH2:17][CH2:18][CH:19]([OH:21])[CH3:20])=[CH:14][CH:15]=1)=[O:7])([CH3:4])([CH3:2])[CH3:3]. The catalyst class is: 19. (10) Reactant: [C:1]([CH:9]1[CH2:14][CH2:13][N:12]([C:15]([O:17][C:18]([CH3:21])([CH3:20])[CH3:19])=[O:16])[CH2:11][CH2:10]1)(=[O:8])[C:2]1[CH:7]=[CH:6][CH:5]=[CH:4][CH:3]=1.[BH4-].[Na+].O.C(OCC)(=O)C. Product: [OH:8][CH:1]([C:2]1[CH:3]=[CH:4][CH:5]=[CH:6][CH:7]=1)[CH:9]1[CH2:14][CH2:13][N:12]([C:15]([O:17][C:18]([CH3:20])([CH3:21])[CH3:19])=[O:16])[CH2:11][CH2:10]1. The catalyst class is: 5.